From a dataset of Catalyst prediction with 721,799 reactions and 888 catalyst types from USPTO. Predict which catalyst facilitates the given reaction. (1) Reactant: [CH:1]([C:3]1[CH:4]=[N:5][CH:6]=[CH:7][C:8]=1[C:9]1[CH:10]=[C:11]([CH:14]=[CH:15][CH:16]=1)[C:12]#[N:13])=[O:2].[O:17]([C:19]1[CH:24]=[CH:23][C:22]([O:25][CH3:26])=[CH:21][C:20]=1[Mg]Br)[CH3:18]. Product: [OH:2][CH:1]([C:23]1[CH:24]=[C:19]([O:17][CH3:18])[CH:20]=[CH:21][C:22]=1[O:25][CH3:26])[C:3]1[CH:4]=[N:5][CH:6]=[CH:7][C:8]=1[C:9]1[CH:10]=[C:11]([CH:14]=[CH:15][CH:16]=1)[C:12]#[N:13]. The catalyst class is: 1. (2) Reactant: [H-].[Na+].[Cl:3][C:4]1[CH:5]=[C:6]([OH:13])[CH:7]=[CH:8][C:9]=1[N+:10]([O-:12])=[O:11].Cl[C:15]1[CH:20]=[CH:19][N:18]=[C:17]([S:21][CH3:22])[N:16]=1. Product: [Cl:3][C:4]1[CH:5]=[C:6]([CH:7]=[CH:8][C:9]=1[N+:10]([O-:12])=[O:11])[O:13][C:15]1[CH:20]=[CH:19][N:18]=[C:17]([S:21][CH3:22])[N:16]=1. The catalyst class is: 3. (3) The catalyst class is: 6. Product: [NH2:5][C@@:6]1([C:26]([NH2:27])=[O:29])[C@H:11]([O:12][CH2:13][C:14]2[CH:19]=[CH:18][C:17]([Cl:20])=[C:16]([Cl:21])[CH:15]=2)[CH2:10][C@@H:9]2[C@H:7]1[C@@:8]2([F:25])[C:22]([NH2:24])=[O:23]. Reactant: CS(C)=O.[NH2:5][C@@:6]1([C:26]#[N:27])[C@H:11]([O:12][CH2:13][C:14]2[CH:19]=[CH:18][C:17]([Cl:20])=[C:16]([Cl:21])[CH:15]=2)[CH2:10][C@@H:9]2[C@H:7]1[C@@:8]2([F:25])[C:22]([NH2:24])=[O:23].C(=O)([O-])[O-:29].[K+].[K+].OO. (4) Reactant: [CH2:1]([N:8]1[CH2:12][C@:11]2([O:18][CH3:19])[C:13](=O)[NH:14][C:15](=O)[C@@H:10]2[CH2:9]1)[C:2]1[CH:7]=[CH:6][CH:5]=[CH:4][CH:3]=1.[H-].[H-].[H-].[H-].[Li+].[Al+3]. Product: [CH2:1]([N:8]1[CH2:12][C@:11]2([O:18][CH3:19])[C@@H:10]([CH2:15][NH:14][CH2:13]2)[CH2:9]1)[C:2]1[CH:3]=[CH:4][CH:5]=[CH:6][CH:7]=1. The catalyst class is: 27. (5) Reactant: [CH2:1]([C:3]([C:21]1[CH:34]=[CH:33][C:24]([O:25][CH2:26][C@H](O)CCCO)=[C:23]([CH3:35])[CH:22]=1)([C:6]1[CH:11]=[CH:10][C:9](/[CH:12]=[CH:13]/[C:14]([CH2:18][CH3:19])([OH:17])[CH2:15][CH3:16])=[C:8]([CH3:20])[CH:7]=1)[CH2:4][CH3:5])[CH3:2].[CH:36]1C=CC(P(C2C=CC=CC=2)C2C=CC=CC=2)=CC=1.C1(=O)NC(=O)C2=CC=CC=C12.[CH3:77][CH2:76][O:75][C:73](/N=N/[C:73]([O:75][CH2:76][CH3:77])=O)=O. Product: [CH2:15]([C:14]([OH:17])([CH2:18][CH3:19])/[CH:13]=[CH:12]/[C:9]1[CH:10]=[CH:11][C:6]([C:3]([CH2:4][CH3:5])([C:21]2[CH:34]=[CH:33][C:24]([O:25][CH2:26][C@H:76]3[CH2:77][CH2:36][CH2:73][O:75]3)=[C:23]([CH3:35])[CH:22]=2)[CH2:1][CH3:2])=[CH:7][C:8]=1[CH3:20])[CH3:16]. The catalyst class is: 1. (6) Reactant: [Cl:1][C:2]1[CH:7]=[CH:6][C:5]([C:8]2[CH:13]=[CH:12][C:11]([O:14][CH3:15])=[CH:10][C:9]=2[CH2:16][O:17][C:18]2[CH:23]=[CH:22][C:21]([C:24]3[N:28]([CH:29]4[CH2:34][CH2:33][CH2:32][CH2:31][CH2:30]4)[N:27]=[C:26](/[CH:35]=[CH:36]/[C:37]([O:39]C)=[O:38])[CH:25]=3)=[CH:20][CH:19]=2)=[CH:4][CH:3]=1.[Li+].[OH-]. Product: [Cl:1][C:2]1[CH:7]=[CH:6][C:5]([C:8]2[CH:13]=[CH:12][C:11]([O:14][CH3:15])=[CH:10][C:9]=2[CH2:16][O:17][C:18]2[CH:23]=[CH:22][C:21]([C:24]3[N:28]([CH:29]4[CH2:34][CH2:33][CH2:32][CH2:31][CH2:30]4)[N:27]=[C:26](/[CH:35]=[CH:36]/[C:37]([OH:39])=[O:38])[CH:25]=3)=[CH:20][CH:19]=2)=[CH:4][CH:3]=1. The catalyst class is: 92. (7) Reactant: O=[C:2]([CH2:8][C:9](=O)[CH3:10])[C:3]([O:5][CH2:6][CH3:7])=[O:4].[CH:12]([NH:15][NH2:16])([CH3:14])[CH3:13]. Product: [CH:12]([N:15]1[C:9]([CH3:10])=[CH:8][C:2]([C:3]([O:5][CH2:6][CH3:7])=[O:4])=[N:16]1)([CH3:14])[CH3:13]. The catalyst class is: 15. (8) Reactant: [C:1]1([S:7]([NH:10][C:11]2[CH:12]=[C:13]([C:17]3[CH:26]=[C:25]4[C:20]([N:21]=[CH:22][C:23]([N:27]5[CH2:32][CH2:31][N:30](C(OC(C)(C)C)=O)[CH2:29][CH2:28]5)=[N:24]4)=[CH:19][CH:18]=3)[CH:14]=[N:15][CH:16]=2)(=[O:9])=[O:8])[CH:6]=[CH:5][CH:4]=[CH:3][CH:2]=1.FC(F)(F)C(O)=O. Product: [N:27]1([C:23]2[CH:22]=[N:21][C:20]3[C:25]([N:24]=2)=[CH:26][C:17]([C:13]2[CH:12]=[C:11]([NH:10][S:7]([C:1]4[CH:6]=[CH:5][CH:4]=[CH:3][CH:2]=4)(=[O:9])=[O:8])[CH:16]=[N:15][CH:14]=2)=[CH:18][CH:19]=3)[CH2:32][CH2:31][NH:30][CH2:29][CH2:28]1. The catalyst class is: 10. (9) Reactant: C([O:3][C:4]([C:6]1[N:7]=[N:8][N:9]([C:12]2[CH:17]=[CH:16][C:15]([C:18]([F:21])([F:20])[F:19])=[CH:14][N:13]=2)[C:10]=1[CH3:11])=[O:5])C.[OH-].[Na+].Cl. Product: [CH3:11][C:10]1[N:9]([C:12]2[CH:17]=[CH:16][C:15]([C:18]([F:19])([F:20])[F:21])=[CH:14][N:13]=2)[N:8]=[N:7][C:6]=1[C:4]([OH:5])=[O:3]. The catalyst class is: 7. (10) Reactant: [NH2:1][C:2]1[C:7]([C:8]([O:10]C)=O)=[CH:6][C:5]([Br:12])=[CH:4][N:3]=1.[CH3:13][NH2:14]. Product: [NH2:1][C:2]1[CH:7]=[CH:6][C:5]([Br:12])=[CH:4][N:3]=1.[CH3:13][NH:14][C:8]([C:7]1[CH:2]=[N:3][CH:4]=[CH:5][CH:6]=1)=[O:10]. The catalyst class is: 5.